From a dataset of Forward reaction prediction with 1.9M reactions from USPTO patents (1976-2016). Predict the product of the given reaction. (1) Given the reactants [C@@H:1]12[O:10][CH2:9][C@@H:7]([O:8]1)[C@@H:5]([OH:6])[C@H:3]([OH:4])[CH2:2]2.C([O-])(O)=O.[Na+], predict the reaction product. The product is: [CH2:9]1[O:10][C@@H:1]2[O:8][C@H:7]1[C@@H:5]([OH:6])[C@@H:3]1[O:4][C@@H:2]12. (2) Given the reactants [H-].[Na+].[C:3]([NH:6][CH:7]([C:13]([O:15][CH2:16][CH3:17])=[O:14])[C:8]([O:10][CH2:11][CH3:12])=[O:9])(=[O:5])[CH3:4].[CH2:18]([C:22]1[CH:27]=[CH:26][C:25]([S:28][C:29]2[CH:34]=[CH:33][C:32]([C:35](=[O:38])[CH2:36]Cl)=[CH:31][CH:30]=2)=[CH:24][CH:23]=1)[CH2:19][CH2:20][CH3:21], predict the reaction product. The product is: [C:3]([NH:6][C:7]([CH2:36][C:35]([C:32]1[CH:33]=[CH:34][C:29]([S:28][C:25]2[CH:26]=[CH:27][C:22]([CH2:18][CH2:19][CH2:20][CH3:21])=[CH:23][CH:24]=2)=[CH:30][CH:31]=1)=[O:38])([C:13]([O:15][CH2:16][CH3:17])=[O:14])[C:8]([O:10][CH2:11][CH3:12])=[O:9])(=[O:5])[CH3:4]. (3) Given the reactants Cl[C:2]1[CH:7]=[CH:6][N:5]=[C:4]2[CH:8]=[C:9]([C:11]3[CH:16]=[C:15]([CH3:17])[CH:14]=[C:13]([CH3:18])[CH:12]=3)[O:10][C:3]=12.[CH3:19][C:20]1[C:28]([NH2:29])=[CH:27][CH:26]=[C:25]2[C:21]=1[CH:22]=[CH:23][NH:24]2, predict the reaction product. The product is: [CH3:18][C:13]1[CH:12]=[C:11]([C:9]2[O:10][C:3]3[C:4](=[N:5][CH:6]=[CH:7][C:2]=3[NH:29][C:28]3[C:20]([CH3:19])=[C:21]4[C:25](=[CH:26][CH:27]=3)[NH:24][CH:23]=[CH:22]4)[CH:8]=2)[CH:16]=[C:15]([CH3:17])[CH:14]=1. (4) Given the reactants [CH3:1][O:2][C:3]1[CH:4]=[C:5]2[C:10](=[CH:11][C:12]=1[O:13][CH3:14])[N:9]=[CH:8][CH:7]=[C:6]2[O:15][C:16]1[CH:22]=[CH:21][C:19]([NH2:20])=[CH:18][CH:17]=1.C(N(CC)CC)C.ClC(Cl)(O[C:34](=[O:40])OC(Cl)(Cl)Cl)Cl.[NH2:42][C@@H:43]1[C:51]2[C:46](=[CH:47][CH:48]=[CH:49][CH:50]=2)[CH2:45][CH2:44]1, predict the reaction product. The product is: [C@@H:43]1([NH:42][C:34]([NH:20][C:19]2[CH:21]=[CH:22][C:16]([O:15][C:6]3[C:5]4[C:10](=[CH:11][C:12]([O:13][CH3:14])=[C:3]([O:2][CH3:1])[CH:4]=4)[N:9]=[CH:8][CH:7]=3)=[CH:17][CH:18]=2)=[O:40])[C:51]2[C:46](=[CH:47][CH:48]=[CH:49][CH:50]=2)[CH2:45][CH2:44]1.